Dataset: Peptide-MHC class I binding affinity with 185,985 pairs from IEDB/IMGT. Task: Regression. Given a peptide amino acid sequence and an MHC pseudo amino acid sequence, predict their binding affinity value. This is MHC class I binding data. (1) The peptide sequence is LAIKQYGDI. The MHC is HLA-A02:03 with pseudo-sequence HLA-A02:03. The binding affinity (normalized) is 0.385. (2) The peptide sequence is NNKSRLVAF. The MHC is HLA-B08:01 with pseudo-sequence HLA-B08:01. The binding affinity (normalized) is 0.530. (3) The peptide sequence is NITHTNITTL. The MHC is HLA-A68:02 with pseudo-sequence HLA-A68:02. The binding affinity (normalized) is 0.214. (4) The peptide sequence is ALIRILQQL. The MHC is HLA-A68:02 with pseudo-sequence HLA-A68:02. The binding affinity (normalized) is 0.